This data is from Full USPTO retrosynthesis dataset with 1.9M reactions from patents (1976-2016). The task is: Predict the reactants needed to synthesize the given product. (1) Given the product [C:31]([O:30][C:28]([N:25]1[CH2:26][CH2:27][N:22]([C:20](=[O:21])[CH2:19][N:18]2[C:12]3=[N:11][C:10]([C:35]([S:36][CH:2]([CH:1]=[O:8])[CH2:3][C:42]4[CH:41]=[CH:40][C:39]([F:38])=[CH:44][CH:43]=4)=[O:37])=[C:9]([O:8][CH2:1][C:2]4[CH:7]=[CH:6][CH:5]=[CH:4][CH:3]=4)[C:14](=[O:15])[N:13]3[CH:16]=[CH:17]2)[CH2:23][CH2:24]1)=[O:29])([CH3:32])([CH3:33])[CH3:34], predict the reactants needed to synthesize it. The reactants are: [CH2:1]([O:8][C:9]1[C:14](=[O:15])[N:13]2[CH:16]=[CH:17][N:18]([CH2:19][C:20]([N:22]3[CH2:27][CH2:26][N:25]([C:28]([O:30][C:31]([CH3:34])([CH3:33])[CH3:32])=[O:29])[CH2:24][CH2:23]3)=[O:21])[C:12]2=[N:11][C:10]=1[C:35](=[O:37])[SH:36])[C:2]1[CH:7]=[CH:6][CH:5]=[CH:4][CH:3]=1.[F:38][C:39]1[CH:44]=[CH:43][C:42](O)=[C:41](S(N2CCOCC2)(=O)=O)[CH:40]=1. (2) Given the product [Br:3][C:4]1[CH:5]=[CH:6][C:7]([O:21][CH2:22][C:23]2[CH:28]=[CH:27][CH:26]=[C:25]([Cl:29])[CH:24]=2)=[C:8]([CH:20]=1)[C:9]([OH:11])=[O:10], predict the reactants needed to synthesize it. The reactants are: [OH-].[Li+].[Br:3][C:4]1[CH:5]=[CH:6][C:7]([O:21][CH2:22][C:23]2[CH:28]=[CH:27][CH:26]=[C:25]([Cl:29])[CH:24]=2)=[C:8]([CH:20]=1)[C:9]([O:11]CC1C=CC=C(Cl)C=1)=[O:10]. (3) The reactants are: [CH3:1][C:2]1([CH3:10])O[C:7](=O)[CH2:6][C:4](=[O:5])[O:3]1.[C:11](O)(C)(C)C.C1(C)C=CC=CC=1.[OH:23][C:24]1[CH:25]=[C:26]([CH:29]=[CH:30][C:31]=1[OH:32])C=O. Given the product [C:2]([O:3][C:4](=[O:5])/[CH:6]=[CH:7]/[C:26]1[CH:29]=[CH:30][C:31]([OH:32])=[C:24]([OH:23])[CH:25]=1)([CH3:10])([CH3:1])[CH3:11], predict the reactants needed to synthesize it.